From a dataset of Full USPTO retrosynthesis dataset with 1.9M reactions from patents (1976-2016). Predict the reactants needed to synthesize the given product. Given the product [CH3:1][C:2]1([CH3:33])[C:11]2[CH:10]=[C:9]([Se:12][C:13]#[C:14][C:15]3[CH:24]=[CH:23][C:18]([C:19]([OH:21])=[O:20])=[C:17]([F:25])[CH:16]=3)[CH:8]=[CH:7][C:6]=2[C:5]([C:26]2[CH:27]=[CH:28][C:29]([CH3:32])=[CH:30][CH:31]=2)=[CH:4][CH2:3]1, predict the reactants needed to synthesize it. The reactants are: [CH3:1][C:2]1([CH3:33])[C:11]2[CH:10]=[C:9]([Se:12][C:13]#[C:14][C:15]3[CH:24]=[CH:23][C:18]([C:19]([O:21]C)=[O:20])=[C:17]([F:25])[CH:16]=3)[CH:8]=[CH:7][C:6]=2[C:5]([C:26]2[CH:31]=[CH:30][C:29]([CH3:32])=[CH:28][CH:27]=2)=[CH:4][CH2:3]1.[OH-].[Na+].